Dataset: Full USPTO retrosynthesis dataset with 1.9M reactions from patents (1976-2016). Task: Predict the reactants needed to synthesize the given product. (1) Given the product [C:1]([C:4]1[CH:9]=[CH:8][C:7]([N:10]2[CH2:15][CH2:14][N:13]([C:16]([C:18]3[CH:19]=[C:20]([S:25]([NH2:28])(=[O:27])=[O:26])[CH:21]=[CH:22][C:23]=3[N:30]3[CH2:35][CH2:34][O:33][CH2:32][CH2:31]3)=[O:17])[CH2:12][CH2:11]2)=[C:6]([F:29])[CH:5]=1)(=[O:3])[CH3:2], predict the reactants needed to synthesize it. The reactants are: [C:1]([C:4]1[CH:9]=[CH:8][C:7]([N:10]2[CH2:15][CH2:14][N:13]([C:16]([C:18]3[CH:19]=[C:20]([S:25]([NH2:28])(=[O:27])=[O:26])[CH:21]=[CH:22][C:23]=3Cl)=[O:17])[CH2:12][CH2:11]2)=[C:6]([F:29])[CH:5]=1)(=[O:3])[CH3:2].[NH:30]1[CH2:35][CH2:34][O:33][CH2:32][CH2:31]1. (2) Given the product [CH3:14][C:15]1[N:16]=[C:17]2[C:9]([C:3]3[CH:4]=[CH:5][C:6]([Cl:8])=[CH:7][C:2]=3[Cl:1])=[CH:11][CH2:13][CH2:12][N:18]2[C:19]=1[CH3:20], predict the reactants needed to synthesize it. The reactants are: [Cl:1][C:2]1[CH:7]=[C:6]([Cl:8])[CH:5]=[CH:4][C:3]=1[C:9]([CH:11]1[CH2:13][CH2:12]1)=O.[CH3:14][C:15]1[N:16]=[CH:17][NH:18][C:19]=1[CH3:20].